Predict the reactants needed to synthesize the given product. From a dataset of Full USPTO retrosynthesis dataset with 1.9M reactions from patents (1976-2016). (1) The reactants are: [ClH:1].Cl.C([O:6][CH:7]([CH2:32][N:33]1[CH2:38][CH2:37][O:36][CH2:35][CH2:34]1)[CH2:8][O:9][C:10]1[CH:19]=[C:18]2[C:13]([C:14]([NH:20][C:21]3[CH:26]=[CH:25][CH:24]=[C:23]4[O:27][CH2:28][O:29][C:22]=34)=[N:15][CH:16]=[N:17]2)=[CH:12][C:11]=1[O:30][CH3:31])(=O)C.N.Cl.C(OCC)C. Given the product [ClH:1].[ClH:1].[OH:6][CH:7]([CH2:32][N:33]1[CH2:38][CH2:37][O:36][CH2:35][CH2:34]1)[CH2:8][O:9][C:10]1[CH:19]=[C:18]2[C:13]([C:14]([NH:20][C:21]3[CH:26]=[CH:25][CH:24]=[C:23]4[O:27][CH2:28][O:29][C:22]=34)=[N:15][CH:16]=[N:17]2)=[CH:12][C:11]=1[O:30][CH3:31], predict the reactants needed to synthesize it. (2) Given the product [F:1][C:2]1[CH:3]=[C:4]2[C:8](=[CH:9][CH:10]=1)[NH:7][CH:6]=[C:5]2[C:11]1[CH:16]=[CH:15][N:14]=[C:13]([NH:17][C:18]2[CH:19]=[CH:20][C:21]([N:24]3[CH2:29][CH2:28][N:27]([S:36]([C:34]4[CH:33]=[N:32][N:31]([CH3:30])[CH:35]=4)(=[O:38])=[O:37])[CH2:26][CH2:25]3)=[CH:22][CH:23]=2)[N:12]=1, predict the reactants needed to synthesize it. The reactants are: [F:1][C:2]1[CH:3]=[C:4]2[C:8](=[CH:9][CH:10]=1)[NH:7][CH:6]=[C:5]2[C:11]1[CH:16]=[CH:15][N:14]=[C:13]([NH:17][C:18]2[CH:23]=[CH:22][C:21]([N:24]3[CH2:29][CH2:28][NH:27][CH2:26][CH2:25]3)=[CH:20][CH:19]=2)[N:12]=1.[CH3:30][N:31]1[CH:35]=[C:34]([S:36](Cl)(=[O:38])=[O:37])[CH:33]=[N:32]1.C(N(CC)CC)C. (3) Given the product [Cl:6][C:7]1[C:16]2[CH:15]=[CH:14][C:13]([O:17][CH3:18])=[C:12]([S:2]([OH:5])(=[O:3])=[O:1])[C:11]=2[CH:10]=[CH:9][N:8]=1, predict the reactants needed to synthesize it. The reactants are: [OH:1][S:2]([OH:5])(=O)=[O:3].[Cl:6][C:7]1[C:16]2[C:11](=[CH:12][C:13]([O:17][CH3:18])=[CH:14][CH:15]=2)[CH:10]=[CH:9][N:8]=1.C([O-])(O)=O.[Na+]. (4) Given the product [O:1]1[C:5]2[CH:6]=[CH:7][C:8]([CH2:10][N:11]3[C:20]([C:21]([N:32]4[CH2:37][CH2:36][CH2:35][CH2:34][CH2:33]4)=[O:23])=[C:19]([C:24]4[CH:25]=[CH:26][CH:27]=[CH:28][CH:29]=4)[C:18]4[C:13](=[CH:14][CH:15]=[C:16]([Br:30])[CH:17]=4)[C:12]3=[O:31])=[CH:9][C:4]=2[O:3][CH2:2]1, predict the reactants needed to synthesize it. The reactants are: [O:1]1[C:5]2[CH:6]=[CH:7][C:8]([CH2:10][N:11]3[C:20]([C:21]([OH:23])=O)=[C:19]([C:24]4[CH:29]=[CH:28][CH:27]=[CH:26][CH:25]=4)[C:18]4[C:13](=[CH:14][CH:15]=[C:16]([Br:30])[CH:17]=4)[C:12]3=[O:31])=[CH:9][C:4]=2[O:3][CH2:2]1.[NH:32]1[CH2:37][CH2:36][CH2:35][CH2:34][CH2:33]1. (5) Given the product [CH2:1]([O:8][CH2:9][CH2:10][N:11]1[C:17](=[O:18])[C@@H:16]([NH:19][C:20](=[O:27])[C@:21]([F:26])([CH3:25])[C:22]([NH:40][CH2:39][CH2:38][C:37]([F:45])([F:36])[C:41]([F:44])([F:43])[F:42])=[O:23])[C:15]2[CH:28]=[CH:29][CH:30]=[CH:31][C:14]=2[C:13]2[CH:32]=[CH:33][CH:34]=[CH:35][C:12]1=2)[C:2]1[CH:3]=[CH:4][CH:5]=[CH:6][CH:7]=1, predict the reactants needed to synthesize it. The reactants are: [CH2:1]([O:8][CH2:9][CH2:10][N:11]1[C:17](=[O:18])[C@@H:16]([NH:19][C:20](=[O:27])[C@:21]([F:26])([CH3:25])[C:22](O)=[O:23])[C:15]2[CH:28]=[CH:29][CH:30]=[CH:31][C:14]=2[C:13]2[CH:32]=[CH:33][CH:34]=[CH:35][C:12]1=2)[C:2]1[CH:7]=[CH:6][CH:5]=[CH:4][CH:3]=1.[F:36][C:37]([F:45])([C:41]([F:44])([F:43])[F:42])[CH2:38][CH2:39][NH2:40].